This data is from Reaction yield outcomes from USPTO patents with 853,638 reactions. The task is: Predict the reaction yield, written as a fraction of the theoretical maximum amount of product (1.0 means a 100% yield; for example, 0.34 means a 34% yield). (1) The reactants are [C:1]([O:5][C:6]([C:8]1[S:22][C:11]2[CH2:12][CH2:13][C:14]3[CH:15]=[N:16][C:17]([S:20][CH3:21])=[N:18][C:19]=3[C:10]=2[CH:9]=1)=[O:7])([CH3:4])([CH3:3])[CH3:2].C(C1C(=O)C(Cl)=C(Cl)C(=O)C=1C#N)#N. The catalyst is O1CCOCC1.CC(C)=O. The product is [C:1]([O:5][C:6]([C:8]1[S:22][C:11]2=[CH:12][CH:13]=[C:14]3[C:19]([N:18]=[C:17]([S:20][CH3:21])[N:16]=[CH:15]3)=[C:10]2[CH:9]=1)=[O:7])([CH3:4])([CH3:3])[CH3:2]. The yield is 0.730. (2) The product is [C:1]([O:5][C:6]([NH:8][C@H:9]([C:20]([O:22][CH:23]1[CH2:27][CH2:26][CH2:25][CH2:24]1)=[O:21])[CH2:10][CH2:11][O:12][Si:13]([C:16]([CH3:19])([CH3:18])[CH3:17])([CH3:15])[CH3:14])=[O:7])([CH3:4])([CH3:2])[CH3:3]. The yield is 0.730. The catalyst is C(Cl)Cl.CN(C1C=CN=CC=1)C.C(OCC)(=O)C. The reactants are [C:1]([O:5][C:6]([NH:8][C@H:9]([C:20]([OH:22])=[O:21])[CH2:10][CH2:11][O:12][Si:13]([C:16]([CH3:19])([CH3:18])[CH3:17])([CH3:15])[CH3:14])=[O:7])([CH3:4])([CH3:3])[CH3:2].[CH:23]1(O)[CH2:27][CH2:26][CH2:25][CH2:24]1.CCN=C=NCCCN(C)C.